Task: Regression. Given a peptide amino acid sequence and an MHC pseudo amino acid sequence, predict their binding affinity value. This is MHC class I binding data.. Dataset: Peptide-MHC class I binding affinity with 185,985 pairs from IEDB/IMGT (1) The peptide sequence is IIFLKLFKK. The MHC is HLA-A31:01 with pseudo-sequence HLA-A31:01. The binding affinity (normalized) is 0.840. (2) The peptide sequence is IVNGKECCY. The MHC is HLA-A03:01 with pseudo-sequence HLA-A03:01. The binding affinity (normalized) is 0.114. (3) The peptide sequence is IEVTNATEL. The MHC is HLA-B40:01 with pseudo-sequence HLA-B40:01. The binding affinity (normalized) is 0.834. (4) The peptide sequence is TIHLATAPK. The MHC is HLA-A11:01 with pseudo-sequence HLA-A11:01. The binding affinity (normalized) is 0.798. (5) The peptide sequence is VLMLPVWFL. The MHC is HLA-A02:03 with pseudo-sequence HLA-A02:03. The binding affinity (normalized) is 0.587. (6) The peptide sequence is GETALALLL. The MHC is HLA-B44:03 with pseudo-sequence HLA-B44:03. The binding affinity (normalized) is 0.761.